From a dataset of CYP1A2 inhibition data for predicting drug metabolism from PubChem BioAssay. Regression/Classification. Given a drug SMILES string, predict its absorption, distribution, metabolism, or excretion properties. Task type varies by dataset: regression for continuous measurements (e.g., permeability, clearance, half-life) or binary classification for categorical outcomes (e.g., BBB penetration, CYP inhibition). Dataset: cyp1a2_veith. (1) The molecule is CCc1cccc(CC)c1-n1c(SCc2cc(=O)n3ccsc3n2)nnc1-c1cccnc1. The result is 0 (non-inhibitor). (2) The drug is COc1cccc(Cn2c(=O)c(-c3cccs3)nc3cncnc32)c1. The result is 1 (inhibitor). (3) The drug is CCOC(=O)c1cc2c(C)n(-c3ccc(C)cc3)c(C)c2ccc1=O. The result is 1 (inhibitor). (4) The compound is COC(=O)c1ccc(CSc2nc3cc(Cl)ccc3s2)o1. The result is 1 (inhibitor). (5) The compound is COc1c2c(c3c(c1CCC(=O)O)OC(C)(C)C=C3)OC(C)(C)C=C2. The result is 0 (non-inhibitor). (6) The drug is CCCC(=O)Nc1ccc(C(=O)NNC(=S)NC(=O)c2cccs2)cc1. The result is 0 (non-inhibitor). (7) The drug is CN1CCN(CCCN)CC1. The result is 0 (non-inhibitor).